Dataset: NCI-60 drug combinations with 297,098 pairs across 59 cell lines. Task: Regression. Given two drug SMILES strings and cell line genomic features, predict the synergy score measuring deviation from expected non-interaction effect. Drug 1: CNC(=O)C1=CC=CC=C1SC2=CC3=C(C=C2)C(=NN3)C=CC4=CC=CC=N4. Drug 2: CCC1=C2CN3C(=CC4=C(C3=O)COC(=O)C4(CC)O)C2=NC5=C1C=C(C=C5)O. Cell line: 786-0. Synergy scores: CSS=55.1, Synergy_ZIP=5.28, Synergy_Bliss=6.54, Synergy_Loewe=-48.5, Synergy_HSA=6.33.